This data is from Catalyst prediction with 721,799 reactions and 888 catalyst types from USPTO. The task is: Predict which catalyst facilitates the given reaction. (1) Reactant: C([O:8][C:9]1[CH:14]=[CH:13][C:12]([C:15]2[N:16]=[CH:17][O:18][C:19]=2[C:20]2[CH:25]=[CH:24][N:23]=[CH:22][CH:21]=2)=[CH:11][CH:10]=1)C1C=CC=CC=1.C([O-])=O.[NH4+]. Product: [N:23]1[CH:22]=[CH:21][C:20]([C:19]2[O:18][CH:17]=[N:16][C:15]=2[C:12]2[CH:13]=[CH:14][C:9]([OH:8])=[CH:10][CH:11]=2)=[CH:25][CH:24]=1. The catalyst class is: 105. (2) Product: [ClH:24].[ClH:24].[NH:14]1[CH2:13][CH2:12][CH:11]([N:3]2[C:4]3[C:5](=[N:6][CH:7]=[CH:8][CH:9]=3)[NH:10][C:2]2=[O:1])[CH2:16][CH2:15]1. The catalyst class is: 5. Reactant: [O:1]=[C:2]1[NH:10][C:5]2=[N:6][CH:7]=[CH:8][CH:9]=[C:4]2[N:3]1[CH:11]1[CH2:16][CH2:15][N:14](C(OC(C)(C)C)=O)[CH2:13][CH2:12]1.[ClH:24].